From a dataset of Catalyst prediction with 721,799 reactions and 888 catalyst types from USPTO. Predict which catalyst facilitates the given reaction. (1) Reactant: [Cl:1][C:2]1[CH:3]=[C:4]([CH:10]=[CH:11][C:12]=1[Cl:13])[CH2:5][NH:6][CH2:7][CH2:8][OH:9].O1C[C@@H]1[CH2:17][N:18]1[C:26](=[O:27])[C:25]2[C:20](=[CH:21][CH:22]=[CH:23][CH:24]=2)[C:19]1=[O:28].[C:29]1(P(C2C=CC=CC=2)C2C=CC=CC=2)C=CC=C[CH:30]=1.CC(OC(/N=N/C(OC(C)C)=O)=O)C. Product: [Cl:1][C:2]1[CH:3]=[C:4]([CH:10]=[CH:11][C:12]=1[Cl:13])[CH2:5][N:6]1[CH2:30][CH2:29][O:9][CH:8]([CH2:17][N:18]2[C:26](=[O:27])[C:25]3[C:20](=[CH:21][CH:22]=[CH:23][CH:24]=3)[C:19]2=[O:28])[CH2:7]1. The catalyst class is: 7. (2) Reactant: [CH2:1]([C:6]1[S:10][C:9]([C:11]([O:13]CC)=[O:12])=[N:8][C:7]=1[C:16]1[CH:21]=[CH:20][CH:19]=[CH:18][CH:17]=1)[CH2:2][CH2:3][CH2:4][CH3:5].[OH-].[K+].Cl. Product: [CH2:1]([C:6]1[S:10][C:9]([C:11]([OH:13])=[O:12])=[N:8][C:7]=1[C:16]1[CH:21]=[CH:20][CH:19]=[CH:18][CH:17]=1)[CH2:2][CH2:3][CH2:4][CH3:5]. The catalyst class is: 24.